This data is from Catalyst prediction with 721,799 reactions and 888 catalyst types from USPTO. The task is: Predict which catalyst facilitates the given reaction. (1) Reactant: [N:1]1[CH:6]=[CH:5][C:4]([C@H:7](O)[CH3:8])=[CH:3][CH:2]=1.[Li]CCCC.C1(C)C(S(Cl)(=O)=O)=CC=CC=1.[N-:26]=[N+:27]=[N-:28].[Na+]. Product: [N:26]([C@H:7]([C:4]1[CH:5]=[CH:6][N:1]=[CH:2][CH:3]=1)[CH3:8])=[N+:27]=[N-:28]. The catalyst class is: 20. (2) Product: [C:1]([NH:5][C:6]([C:8]1[N:13]=[CH:12][C:11]([S:14]([NH:17][C:18]2[CH:33]=[C:32]([F:34])[C:21]([C:22]([OH:24])=[O:23])=[C:20]([F:35])[CH:19]=2)(=[O:15])=[O:16])=[CH:10][CH:9]=1)=[O:7])([CH3:4])([CH3:2])[CH3:3]. Reactant: [C:1]([NH:5][C:6]([C:8]1[N:13]=[CH:12][C:11]([S:14]([NH:17][C:18]2[CH:33]=[C:32]([F:34])[C:21]([C:22]([O:24]CC3C=CC=CC=3)=[O:23])=[C:20]([F:35])[CH:19]=2)(=[O:16])=[O:15])=[CH:10][CH:9]=1)=[O:7])([CH3:4])([CH3:3])[CH3:2].[H][H]. The catalyst class is: 129. (3) Reactant: C(Cl)(=O)C(Cl)=O.CS(C)=O.[OH:11][CH2:12][CH:13]1[CH2:18][CH:17]([C:19]2[CH:24]=[CH:23][CH:22]=[CH:21][C:20]=2[O:25][CH3:26])[CH2:16][CH2:15][N:14]1[C:27]([O:29][C:30]([CH3:33])([CH3:32])[CH3:31])=[O:28].CCN(CC)CC. Product: [CH:12]([CH:13]1[CH2:18][CH:17]([C:19]2[CH:24]=[CH:23][CH:22]=[CH:21][C:20]=2[O:25][CH3:26])[CH2:16][CH2:15][N:14]1[C:27]([O:29][C:30]([CH3:33])([CH3:32])[CH3:31])=[O:28])=[O:11]. The catalyst class is: 2. (4) Reactant: [CH2:1]([O:3][C:4](=[O:10])[C:5](=O)[CH2:6][C:7]#[N:8])[CH3:2].Cl.[C:12]1([NH:18][NH2:19])[CH:17]=[CH:16][CH:15]=[CH:14][CH:13]=1. Product: [CH2:1]([O:3][C:4]([C:5]1[CH:6]=[C:7]([NH2:8])[N:18]([C:12]2[CH:17]=[CH:16][CH:15]=[CH:14][CH:13]=2)[N:19]=1)=[O:10])[CH3:2]. The catalyst class is: 14. (5) Reactant: [S:1]1[CH:5]=[CH:4][CH:3]=[C:2]1[CH2:6][N:7]([CH2:18][C:19]1[S:20][CH:21]=[CH:22][CH:23]=1)[C:8](=[O:17])[O:9][CH2:10][C@@H:11]([NH2:16])[CH2:12][CH2:13][CH2:14][CH3:15].[C:24]([N:31]1[CH:35]=[CH:34]N=[CH:32]1)(N1C=CN=C1)=[O:25].N1CC[O:39][CH2:38]C1. Product: [S:1]1[CH:5]=[CH:4][CH:3]=[C:2]1[CH2:6][N:7]([CH2:18][C:19]1[S:20][CH:21]=[CH:22][CH:23]=1)[C:8](=[O:17])[O:9][CH2:10][C@@H:11]([NH:16][C:24]([N:31]1[CH2:35][CH2:34][O:39][CH2:38][CH2:32]1)=[O:25])[CH2:12][CH2:13][CH2:14][CH3:15]. The catalyst class is: 1.